From a dataset of Reaction yield outcomes from USPTO patents with 853,638 reactions. Predict the reaction yield, written as a fraction of the theoretical maximum amount of product (1.0 means a 100% yield; for example, 0.34 means a 34% yield). (1) The reactants are [Br:1][C:2]1[CH:9]=[C:8]([F:10])[CH:7]=[CH:6][C:3]=1[CH:4]=[O:5].[CH3:11][C@@H:12]([NH:21][CH3:22])[C@H:13](O)[C:14]1[CH:19]=[CH:18][CH:17]=[CH:16][CH:15]=1. The catalyst is C1(C)C=CC=CC=1. The product is [Br:1][C:2]1[CH:9]=[C:8]([F:10])[CH:7]=[CH:6][C:3]=1[CH:4]1[N:21]([CH3:22])[C@H:12]([CH3:11])[C@@H:13]([C:14]2[CH:19]=[CH:18][CH:17]=[CH:16][CH:15]=2)[O:5]1. The yield is 0.970. (2) The reactants are [C:1]([O:5][C:6]([NH:8][C:9]1[CH:14]=[CH:13][C:12]([CH:15]([NH:20][C:21]([NH:23][CH2:24][C:25]([O:27][CH2:28][CH3:29])=[O:26])=[O:22])[CH2:16][C:17]([OH:19])=O)=[CH:11][CH:10]=1)=[O:7])([CH3:4])([CH3:3])[CH3:2].[CH2:30]([NH2:33])[C:31]#[CH:32].CCN(C(C)C)C(C)C.C1C=CC2N(O)N=NC=2C=1.CCN=C=NCCCN(C)C.Cl. The catalyst is CN(C=O)C. The product is [C:1]([O:5][C:6]([NH:8][C:9]1[CH:14]=[CH:13][C:12]([CH:15]([NH:20][C:21](=[O:22])[NH:23][CH2:24][C:25]([O:27][CH2:28][CH3:29])=[O:26])[CH2:16][C:17](=[O:19])[NH:33][CH2:30][C:31]#[CH:32])=[CH:11][CH:10]=1)=[O:7])([CH3:2])([CH3:4])[CH3:3]. The yield is 0.660. (3) The reactants are [Cl:1][C:2]1[CH:22]=[CH:21][C:5]2[N:6]([C:16](=O)[CH2:17][C:18]#[N:19])[C:7]3[CH:14]=[CH:13][C:12]([Cl:15])=[CH:11][C:8]=3[CH2:9][CH2:10][C:4]=2[CH:3]=1.B.C1COCC1.Cl.[OH-].[Na+]. The catalyst is C1COCC1. The product is [ClH:1].[Cl:1][C:2]1[CH:22]=[CH:21][C:5]2[N:6]([CH2:16][CH2:17][CH2:18][NH2:19])[C:7]3[CH:14]=[CH:13][C:12]([Cl:15])=[CH:11][C:8]=3[CH2:9][CH2:10][C:4]=2[CH:3]=1. The yield is 0.600. (4) The reactants are [C:1]([O:5][C:6]([N:8]1[CH2:13][CH:12]=[C:11]([C:14]2[CH:15]=[C:16]([C:26]([O:28][CH2:29][CH3:30])=[O:27])[C:17]3[CH:22]=[N:21][N:20]([CH:23]([CH3:25])[CH3:24])[C:18]=3[N:19]=2)[CH2:10][CH2:9]1)=[O:7])([CH3:4])([CH3:3])[CH3:2]. The catalyst is CCO.[Pd]. The product is [C:1]([O:5][C:6]([N:8]1[CH2:13][CH2:12][CH:11]([C:14]2[CH:15]=[C:16]([C:26]([O:28][CH2:29][CH3:30])=[O:27])[C:17]3[CH:22]=[N:21][N:20]([CH:23]([CH3:25])[CH3:24])[C:18]=3[N:19]=2)[CH2:10][CH2:9]1)=[O:7])([CH3:2])([CH3:3])[CH3:4]. The yield is 0.750. (5) The reactants are [Cl:1][C:2]1[CH:8]=[C:7]([S:9]([CH3:12])(=[O:11])=[O:10])[CH:6]=[C:5](I)[C:3]=1[NH2:4].[CH3:14][Si:15]([C:18]#[CH:19])([CH3:17])[CH3:16]. The catalyst is Cl[Pd](Cl)([P](C1C=CC=CC=1)(C1C=CC=CC=1)C1C=CC=CC=1)[P](C1C=CC=CC=1)(C1C=CC=CC=1)C1C=CC=CC=1.[Cu]I.C(N(CC)CC)C. The product is [Cl:1][C:2]1[CH:8]=[C:7]([S:9]([CH3:12])(=[O:11])=[O:10])[CH:6]=[C:5]([C:19]#[C:18][Si:15]([CH3:17])([CH3:16])[CH3:14])[C:3]=1[NH2:4]. The yield is 0.780. (6) The reactants are [CH2:1]([C:5]1[N:6]=[C:7]([CH2:27][CH3:28])[NH:8][C:9](=[O:26])[C:10]=1[CH2:11][C:12]1[CH:17]=[CH:16][C:15]([C:18]2[C:19]([C:24]#[N:25])=[CH:20][CH:21]=[CH:22][CH:23]=2)=[CH:14][CH:13]=1)[CH2:2][CH2:3][CH3:4].[CH2:29](Br)[C:30]1[CH:35]=[CH:34][CH:33]=[CH:32][CH:31]=1.C(=O)([O-])[O-].[Cs+].[Cs+]. The catalyst is CN(C)C(=O)C.C(OCC)(=O)C. The product is [CH2:29]([N:8]1[C:9](=[O:26])[C:10]([CH2:11][C:12]2[CH:17]=[CH:16][C:15]([C:18]3[C:19]([C:24]#[N:25])=[CH:20][CH:21]=[CH:22][CH:23]=3)=[CH:14][CH:13]=2)=[C:5]([CH2:1][CH2:2][CH2:3][CH3:4])[N:6]=[C:7]1[CH2:27][CH3:28])[C:30]1[CH:35]=[CH:34][CH:33]=[CH:32][CH:31]=1. The yield is 0.590. (7) The reactants are [CH3:1][S:2]([N:5]1[CH2:10][CH2:9][N:8]([C@@H:11]2[CH2:15][N:14]([C:16]([O:18][CH2:19][C:20]3[CH:25]=[CH:24][CH:23]=[CH:22][CH:21]=3)=[O:17])[C@H:13]([C:26]([O:28]C)=[O:27])[CH2:12]2)[CH2:7][CH2:6]1)(=[O:4])=[O:3].[OH-].[Li+].Cl. The catalyst is O1CCCC1.O. The product is [CH2:19]([O:18][C:16]([N:14]1[CH2:15][C@@H:11]([N:8]2[CH2:9][CH2:10][N:5]([S:2]([CH3:1])(=[O:4])=[O:3])[CH2:6][CH2:7]2)[CH2:12][C@H:13]1[C:26]([OH:28])=[O:27])=[O:17])[C:20]1[CH:21]=[CH:22][CH:23]=[CH:24][CH:25]=1. The yield is 0.650.